From a dataset of Catalyst prediction with 721,799 reactions and 888 catalyst types from USPTO. Predict which catalyst facilitates the given reaction. Reactant: [NH2:1][C:2]1[CH:24]=[CH:23][C:5]([O:6][CH2:7][CH2:8][C:9]2[N:14]=[C:13]([NH:15][C:16](=[O:22])[O:17][C:18]([CH3:21])([CH3:20])[CH3:19])[CH:12]=[CH:11][CH:10]=2)=[CH:4][CH:3]=1.[CH3:25][C:26]1[CH:27]=[CH:28][CH:29]=[C:30]([C:42](O)=[O:43])[C:31]=1[C:32]1[CH:37]=[CH:36][C:35]([C:38]([F:41])([F:40])[F:39])=[CH:34][CH:33]=1.ON1C2C=CC=CC=2N=N1.Cl.CN(C)CCCN=C=NCC. Product: [CH3:25][C:26]1[C:31]([C:32]2[CH:37]=[CH:36][C:35]([C:38]([F:39])([F:40])[F:41])=[CH:34][CH:33]=2)=[C:30]([C:42]([NH:1][C:2]2[CH:3]=[CH:4][C:5]([O:6][CH2:7][CH2:8][C:9]3[N:14]=[C:13]([NH:15][C:16](=[O:22])[O:17][C:18]([CH3:21])([CH3:19])[CH3:20])[CH:12]=[CH:11][CH:10]=3)=[CH:23][CH:24]=2)=[O:43])[CH:29]=[CH:28][CH:27]=1. The catalyst class is: 289.